Dataset: Reaction yield outcomes from USPTO patents with 853,638 reactions. Task: Predict the reaction yield, written as a fraction of the theoretical maximum amount of product (1.0 means a 100% yield; for example, 0.34 means a 34% yield). The reactants are [CH2:1]([N:3]1[CH:7]=[C:6]([C:8]2[CH:13]=[CH:12][N:11]=[C:10]3[NH:14][CH:15]=[CH:16][C:9]=23)[C:5]([C:17]2[CH:23]=[CH:22][C:20]([NH2:21])=[CH:19][CH:18]=2)=[N:4]1)[CH3:2].[C:24]1([N:30]=[C:31]=[O:32])[CH:29]=[CH:28][CH:27]=[CH:26][CH:25]=1. The catalyst is N1C=CC=CC=1. The product is [CH2:1]([N:3]1[CH:7]=[C:6]([C:8]2[CH:13]=[CH:12][N:11]=[C:10]3[NH:14][CH:15]=[CH:16][C:9]=23)[C:5]([C:17]2[CH:23]=[CH:22][C:20]([NH:21][C:31]([NH:30][C:24]3[CH:29]=[CH:28][CH:27]=[CH:26][CH:25]=3)=[O:32])=[CH:19][CH:18]=2)=[N:4]1)[CH3:2]. The yield is 0.500.